Dataset: Catalyst prediction with 721,799 reactions and 888 catalyst types from USPTO. Task: Predict which catalyst facilitates the given reaction. (1) Reactant: CC(OC([N:8](C(OC(C)(C)C)=O)[N:9]([C:17]1[C:22]([F:23])=[C:21]([N:24]([CH2:26][C:27]2[N:28]=[C:29]([NH2:32])[S:30][CH:31]=2)[CH3:25])[N:20]=[C:19]([Cl:33])[N:18]=1)C(OC(C)(C)C)=O)=O)(C)C.[ClH:41]. Product: [ClH:33].[ClH:41].[ClH:33].[NH2:32][C:29]1[S:30][CH:31]=[C:27]([CH2:26][N:24]([CH3:25])[C:21]2[NH:20][C:19]([Cl:33])=[N:18][C:17](=[N:9][NH2:8])[C:22]=2[F:23])[N:28]=1. The catalyst class is: 71. (2) Reactant: [CH3:1][NH2:2].[ClH:3].CO[C:6](=[O:16])[C@H:7]([CH2:9][C:10]1[CH:15]=[CH:14][CH:13]=[CH:12][CH:11]=1)[NH2:8].C([O-])(O)=O.[Na+].[CH3:22][C:23]([CH3:25])=O.CC1C=CC(S(O)(=O)=O)=CC=1. Product: [ClH:3].[CH2:9]([C@@H:7]1[NH:8][C:23]([CH3:25])([CH3:22])[N:2]([CH3:1])[C:6]1=[O:16])[C:10]1[CH:11]=[CH:12][CH:13]=[CH:14][CH:15]=1. The catalyst class is: 5. (3) Reactant: [CH3:1][S:2]([C:5]1[CH:10]=[CH:9][C:8]([C:11]2[CH:12]=[CH:13][C:14]([O:17][CH2:18][CH:19]3[CH2:24][CH2:23][N:22](C(OC(C)(C)C)=O)[CH2:21][CH2:20]3)=[N:15][CH:16]=2)=[CH:7][CH:6]=1)(=[O:4])=[O:3].[ClH:32]. Product: [ClH:32].[ClH:32].[CH3:1][S:2]([C:5]1[CH:10]=[CH:9][C:8]([C:11]2[CH:12]=[CH:13][C:14]([O:17][CH2:18][CH:19]3[CH2:24][CH2:23][NH:22][CH2:21][CH2:20]3)=[N:15][CH:16]=2)=[CH:7][CH:6]=1)(=[O:3])=[O:4]. The catalyst class is: 440. (4) Reactant: [NH2:1][C:2]1[C:7]2=[C:8]([C:25]3[CH:26]=[CH:27][C:28]4[C:32]([CH:33]=3)=[N:31][N:30]([CH2:34][C:35]3[CH:40]=[CH:39][CH:38]=[CH:37][CH:36]=3)[CH:29]=4)[CH:9]=[C:10]([CH:11]3[CH2:14][N:13](C(OCC4C=CC=CC=4)=O)[CH2:12]3)[N:6]2[N:5]=[CH:4][N:3]=1. Product: [NH:13]1[CH2:14][CH:11]([C:10]2[N:6]3[C:7]([C:2]([NH2:1])=[N:3][CH:4]=[N:5]3)=[C:8]([C:25]3[CH:26]=[CH:27][C:28]4[C:32]([CH:33]=3)=[N:31][N:30]([CH2:34][C:35]3[CH:36]=[CH:37][CH:38]=[CH:39][CH:40]=3)[CH:29]=4)[CH:9]=2)[CH2:12]1. The catalyst class is: 33. (5) Reactant: [OH:1][C:2]1[CH:12]=[CH:11][C:5]([C:6]([O:8][CH2:9][CH3:10])=[O:7])=[CH:4][C:3]=1[O:13][CH3:14].[CH2:15](O)[CH2:16][OH:17].C1(P(C2C=CC=CC=2)C2C=CC=CC=2)C=CC=CC=1.CCOC(/N=N/C(OCC)=O)=O. The catalyst class is: 1. Product: [OH:17][CH2:16][CH2:15][O:1][C:2]1[CH:12]=[CH:11][C:5]([C:6]([O:8][CH2:9][CH3:10])=[O:7])=[CH:4][C:3]=1[O:13][CH3:14].